Dataset: Experimentally validated miRNA-target interactions with 360,000+ pairs, plus equal number of negative samples. Task: Binary Classification. Given a miRNA mature sequence and a target amino acid sequence, predict their likelihood of interaction. The miRNA is hsa-miR-3663-5p with sequence GCUGGUCUGCGUGGUGCUCGG. The protein sequence of the target gene is MEERPAETNANVDNSASPSVAQLAGRFREQAAAAKETPASKPTRRKPPCSLPLFPPKVDLGQNGEEKSPPNASHPPKFKVKSSPLIEKLQANLTFDPAALLPGASPKSPGLKAMVSPFHSPPSTPSSPGVRSRPSEAEEVPVSFDQPPEGSHLPCYNKVRTRGSIKRRPPSRRFRRSQSDCGELGDFRAVESSQQNGAKEEDGDEVLPSKSKAPGSPLSSEGAAGEGVRTLGPAEKPPLRRSPSRTEKQEEDRATEEAKNGEKARRSSEEVDGQHPAQEEVPESPQTSGPEAENRCGSPR.... Result: 1 (interaction).